Dataset: Reaction yield outcomes from USPTO patents with 853,638 reactions. Task: Predict the reaction yield, written as a fraction of the theoretical maximum amount of product (1.0 means a 100% yield; for example, 0.34 means a 34% yield). (1) The reactants are [CH2:1]([O:3][C:4]([C@H:6]1[C@H:10]([CH2:11][F:12])[CH2:9][N:8]([C@@H:13]([C:15]2[CH:20]=[CH:19][CH:18]=[CH:17][CH:16]=2)[CH3:14])[C:7]1=[O:21])=[O:5])[CH3:2].IC.[CH3:24][Si]([N-][Si](C)(C)C)(C)C.[K+].[Cl-].[NH4+]. The catalyst is O1CCCC1. The product is [CH2:1]([O:3][C:4]([C@:6]1([CH3:24])[C@H:10]([CH2:11][F:12])[CH2:9][N:8]([C@@H:13]([C:15]2[CH:20]=[CH:19][CH:18]=[CH:17][CH:16]=2)[CH3:14])[C:7]1=[O:21])=[O:5])[CH3:2]. The yield is 0.910. (2) The reactants are [Br:1][C:2]1[CH:10]=[CH:9][C:5]([C:6]([OH:8])=[O:7])=[CH:4][C:3]=1[F:11].S(Cl)(Cl)=O.[CH3:16]O. No catalyst specified. The product is [CH3:16][O:7][C:6](=[O:8])[C:5]1[CH:9]=[CH:10][C:2]([Br:1])=[C:3]([F:11])[CH:4]=1. The yield is 1.00. (3) The reactants are [Cl:1][C:2]1[N:7]=[CH:6][C:5]([CH2:8][C:9]([OH:11])=[O:10])=[CH:4][CH:3]=1.S(=O)(=O)(O)O.[CH2:17](O)[CH3:18]. No catalyst specified. The product is [Cl:1][C:2]1[N:7]=[CH:6][C:5]([CH2:8][C:9]([O:11][CH2:17][CH3:18])=[O:10])=[CH:4][CH:3]=1. The yield is 0.860. (4) The reactants are [C:1]([NH:6][C:7]1[CH:12]=[CH:11][C:10]([CH:13]2[C:22]([CH3:24])([CH3:23])[CH2:21][C:20]3[C:15](=[CH:16][CH:17]=[C:18]([C:25]([O:27]C)=[O:26])[CH:19]=3)[NH:14]2)=[CH:9][CH:8]=1)(=[O:5])[CH:2]([CH3:4])[CH3:3].[OH-].[Na+]. The catalyst is CO.O. The product is [C:1]([NH:6][C:7]1[CH:8]=[CH:9][C:10]([CH:13]2[C:22]([CH3:23])([CH3:24])[CH2:21][C:20]3[C:15](=[CH:16][CH:17]=[C:18]([C:25]([OH:27])=[O:26])[CH:19]=3)[NH:14]2)=[CH:11][CH:12]=1)(=[O:5])[CH:2]([CH3:4])[CH3:3]. The yield is 0.920. (5) The reactants are [C:1]([O:5][C:6](=[O:20])[CH2:7][O:8][CH2:9][C:10]1[CH:15]=[C:14]([O:16][CH3:17])[CH:13]=[C:12]([CH3:18])[C:11]=1Br)([CH3:4])([CH3:3])[CH3:2].C(N(CC)CC)C.[CH3:28][C:29]1([CH3:36])[C:33]([CH3:35])([CH3:34])[O:32][BH:31][O:30]1. The catalyst is O1CCOCC1.CCOC(C)=O.Cl[Pd](Cl)([P](C1C=CC=CC=1)(C1C=CC=CC=1)C1C=CC=CC=1)[P](C1C=CC=CC=1)(C1C=CC=CC=1)C1C=CC=CC=1. The product is [C:1]([O:5][C:6](=[O:20])[CH2:7][O:8][CH2:9][C:10]1[CH:15]=[C:14]([O:16][CH3:17])[CH:13]=[C:12]([CH3:18])[C:11]=1[B:31]1[O:32][C:33]([CH3:35])([CH3:34])[C:29]([CH3:36])([CH3:28])[O:30]1)([CH3:4])([CH3:3])[CH3:2]. The yield is 0.580.